Dataset: Reaction yield outcomes from USPTO patents with 853,638 reactions. Task: Predict the reaction yield, written as a fraction of the theoretical maximum amount of product (1.0 means a 100% yield; for example, 0.34 means a 34% yield). The reactants are [OH:1][CH:2]1[CH2:6][CH2:5][N:4]([C:7]([O:9][C:10]([CH3:13])([CH3:12])[CH3:11])=[O:8])[CH2:3]1.[CH3:14][S:15](Cl)(=[O:17])=[O:16]. The catalyst is C(Cl)Cl. The product is [CH3:14][S:15]([O:1][CH:2]1[CH2:6][CH2:5][N:4]([C:7]([O:9][C:10]([CH3:13])([CH3:12])[CH3:11])=[O:8])[CH2:3]1)(=[O:17])=[O:16]. The yield is 1.00.